Dataset: Reaction yield outcomes from USPTO patents with 853,638 reactions. Task: Predict the reaction yield, written as a fraction of the theoretical maximum amount of product (1.0 means a 100% yield; for example, 0.34 means a 34% yield). (1) The reactants are [Cl:1][C:2]1[C:11]2[C:6](=[CH:7][CH:8]=[CH:9][C:10]=2[O:12][CH:13]2[CH2:18][CH2:17][N:16]([CH3:19])[CH2:15][CH2:14]2)[N:5]=[CH:4][N:3]=1.[C:20]([C:22]1[CH:23]=[C:24]([CH:26]=[CH:27][C:28]=1[O:29][CH2:30][C:31]1[CH:35]=[C:34]([CH3:36])[O:33][N:32]=1)[NH2:25])#[CH:21]. No catalyst specified. The product is [ClH:1].[C:20]([C:22]1[CH:23]=[C:24]([CH:26]=[CH:27][C:28]=1[O:29][CH2:30][C:31]1[CH:35]=[C:34]([CH3:36])[O:33][N:32]=1)[NH:25][C:2]1[C:11]2[C:6](=[CH:7][CH:8]=[CH:9][C:10]=2[O:12][CH:13]2[CH2:18][CH2:17][N:16]([CH3:19])[CH2:15][CH2:14]2)[N:5]=[CH:4][N:3]=1)#[CH:21]. The yield is 0.610. (2) The reactants are [CH3:1][O:2][C:3](=[O:44])[C:4]1[CH:9]=[CH:8][C:7]([O:10][CH2:11][CH2:12][C:13]2[C:21]3[C:16](=[CH:17][CH:18]=[C:19]([Cl:22])[CH:20]=3)[N:15]([CH:23]([C:30]3[CH:35]=[CH:34][CH:33]=[CH:32][CH:31]=3)[C:24]3[CH:29]=[CH:28][CH:27]=[CH:26][CH:25]=3)[C:14]=2[CH:36]=[CH:37][C:38]([O:40]CC=C)=[O:39])=[CH:6][CH:5]=1.C1COCC1.N1CCOCC1. The catalyst is [Pd].C1(P(C2C=CC=CC=2)C2C=CC=CC=2)C=CC=CC=1.C1(P(C2C=CC=CC=2)C2C=CC=CC=2)C=CC=CC=1.C1(P(C2C=CC=CC=2)C2C=CC=CC=2)C=CC=CC=1.C1(P(C2C=CC=CC=2)C2C=CC=CC=2)C=CC=CC=1.C(OCC)(=O)C. The product is [CH3:1][O:2][C:3](=[O:44])[C:4]1[CH:5]=[CH:6][C:7]([O:10][CH2:11][CH2:12][C:13]2[C:21]3[C:16](=[CH:17][CH:18]=[C:19]([Cl:22])[CH:20]=3)[N:15]([CH:23]([C:30]3[CH:31]=[CH:32][CH:33]=[CH:34][CH:35]=3)[C:24]3[CH:29]=[CH:28][CH:27]=[CH:26][CH:25]=3)[C:14]=2[CH:36]=[CH:37][C:38]([OH:40])=[O:39])=[CH:8][CH:9]=1. The yield is 0.970. (3) The reactants are C([O:5][C:6]([C:8]1[O:9][C:10]2[CH:17]=[CH:16][C:15]([Br:18])=[C:14]([O:19][CH3:20])[C:11]=2[C:12]=1[CH3:13])=[O:7])(C)(C)C.C(O)(C(F)(F)F)=O.ClCCl. No catalyst specified. The product is [Br:18][C:15]1[CH:16]=[CH:17][C:10]2[O:9][C:8]([C:6]([OH:7])=[O:5])=[C:12]([CH3:13])[C:11]=2[C:14]=1[O:19][CH3:20]. The yield is 0.770. (4) The reactants are NC[C:3]1[CH:8]=[CH:7][CH:6]=[CH:5][C:4]=1[N:9]([CH3:14])[S:10]([CH3:13])(=[O:12])=[O:11].[C:15](=[O:18])([O-])[O-].[K+].[K+].[CH3:21]I. The catalyst is CC(C)=O. The product is [C:15]([C:5]1[CH:6]=[CH:7][CH:8]=[CH:3][C:4]=1[N:9]([CH3:14])[S:10]([CH3:13])(=[O:12])=[O:11])(=[O:18])[CH3:21]. The yield is 0.890.